Dataset: Full USPTO retrosynthesis dataset with 1.9M reactions from patents (1976-2016). Task: Predict the reactants needed to synthesize the given product. (1) Given the product [Br:17][C:5]1[C:6]2[NH:10][CH:9]=[N:8][C:7]=2[C:2]([Br:1])=[CH:3][C:4]=1[NH:11][C:12]1[NH:13][CH2:14][CH2:15][N:16]=1, predict the reactants needed to synthesize it. The reactants are: [Br:1][C:2]1[C:7]2[N:8]=[CH:9][NH:10][C:6]=2[CH:5]=[C:4]([NH:11][C:12]2[NH:13][CH2:14][CH2:15][N:16]=2)[CH:3]=1.[Br:17]Br.N.CO.CCOC(C)=O. (2) The reactants are: [CH3:1][C:2]1[CH:7]=[CH:6][C:5]([CH3:8])=[CH:4][C:3]=1[OH:9].Cl.O.[NH:12]1[CH2:17][CH2:16][C:15](=O)[CH2:14][CH2:13]1.Cl. Given the product [CH3:1][C:2]1[CH:7]=[C:6]([C:15]2[CH2:16][CH2:17][NH:12][CH2:13][CH:14]=2)[C:5]([CH3:8])=[CH:4][C:3]=1[OH:9], predict the reactants needed to synthesize it. (3) Given the product [Br:16][C:17]1[CH:22]=[CH:21][C:20]([NH:23]/[N:24]=[C:10]2\[C:9](=[O:14])[NH:8][C:7]3[C:11]\2=[C:12]2[S:1][CH:2]=[N:3][C:4]2=[CH:5][CH:6]=3)=[CH:19][CH:18]=1, predict the reactants needed to synthesize it. The reactants are: [S:1]1[C:12]2[C:4](=[CH:5][CH:6]=[C:7]3[C:11]=2[C:10](=O)[C:9](=[O:14])[NH:8]3)[N:3]=[CH:2]1.Cl.[Br:16][C:17]1[CH:22]=[CH:21][C:20]([NH:23][NH2:24])=[CH:19][CH:18]=1. (4) Given the product [CH2:24]([O:23][C:21]([C:16]1([NH:15][C:14]([CH:9]2[CH2:10][CH:11]([O:13][C:49]3[C:50]4[C:55](=[CH:54][C:53]([O:64][CH3:62])=[CH:52][CH:51]=4)[N:46]=[C:47]([C:57]4[S:56][CH:60]=[C:59]([CH:27]([CH3:32])[CH3:28])[N:58]=4)[N:48]=3)[CH2:12][CH:8]2[C:6]([OH:5])=[O:7])=[O:26])[CH2:18][CH:17]1[CH:19]=[CH2:20])=[O:22])[CH3:25], predict the reactants needed to synthesize it. The reactants are: C([O:5][C:6]([C@@H:8]1[CH2:12][C@@H:11]([OH:13])[CH2:10][C@H:9]1[C:14](=[O:26])[NH:15][C@:16]1([C:21]([O:23][CH2:24][CH3:25])=[O:22])[CH2:18][C@H:17]1[CH:19]=[CH2:20])=[O:7])(C)(C)C.[CH:27]1[CH:32]=CC(P(C2C=CC=CC=2)C2C=CC=CC=2)=C[CH:28]=1.[N:46]1[C:55]2[C:50](=[CH:51][CH:52]=[CH:53][CH:54]=2)[CH:49]=[N:48][CH:47]=1.[S:56]1[CH:60]=[CH:59][N:58]=[CH:57]1.C[CH:62]([O:64]C(/N=N/C(OC(C)C)=O)=O)C.C([SiH](CC)CC)C. (5) The reactants are: [Br:1][C:2]1[CH:3]=[C:4]2[C:9](=[CH:10][CH:11]=1)[C:8](Cl)=[N:7][N:6]=[CH:5]2.[NH:13]1[CH2:18][CH2:17][NH:16][CH2:15][C:14]1=[O:19].C(=O)([O-])[O-].[K+].[K+]. Given the product [Br:1][C:2]1[CH:3]=[C:4]2[C:9](=[CH:10][CH:11]=1)[C:8]([N:16]1[CH2:17][CH2:18][NH:13][C:14](=[O:19])[CH2:15]1)=[N:7][N:6]=[CH:5]2, predict the reactants needed to synthesize it. (6) Given the product [C:1]([OH:4])([C:29]([F:32])([F:31])[F:30])=[O:2].[CH2:75]([N:9]([CH2:7][CH3:8])[C:10]1[CH:11]=[CH:12][C:13]([NH:36][C:37](=[O:74])[C:38]2[CH:43]=[CH:42][CH:41]=[C:40]([CH2:44][CH2:45][CH2:46][O:47][CH2:48][CH2:49][O:50][CH2:51][CH2:52][O:53][CH2:54][CH2:55][O:56][CH2:57][CH2:58][C:59]([N:61]3[CH2:62][CH2:63][N:64]([C:67]4[CH:68]=[CH:69][C:70]([O:73][CH2:88][CH2:89][O:90][CH2:91][CH2:92][O:93][CH2:94][CH2:95][O:96][CH3:97])=[CH:71][CH:72]=4)[CH2:65][CH2:66]3)=[O:60])[CH:39]=2)=[C:14]([C:16]2[CH:17]=[C:18]([CH:33]=[CH:34][N:35]=2)[C:19]([NH:21][CH2:22][C:23]2[CH:28]=[CH:27][CH:26]=[C:25]([C:29]([F:30])([F:32])[F:31])[CH:24]=2)=[O:20])[CH:15]=1)[CH3:76], predict the reactants needed to synthesize it. The reactants are: [C:1]([O-:4])([O-])=[O:2].[K+].[K+].[CH2:7]([N:9]([CH2:75][CH3:76])[C:10]1[CH:11]=[CH:12][C:13]([NH:36][C:37](=[O:74])[C:38]2[CH:43]=[CH:42][CH:41]=[C:40]([CH2:44][CH2:45][CH2:46][O:47][CH2:48][CH2:49][O:50][CH2:51][CH2:52][O:53][CH2:54][CH2:55][O:56][CH2:57][CH2:58][C:59]([N:61]3[CH2:66][CH2:65][N:64]([C:67]4[CH:72]=[CH:71][C:70]([OH:73])=[CH:69][CH:68]=4)[CH2:63][CH2:62]3)=[O:60])[CH:39]=2)=[C:14]([C:16]2[CH:17]=[C:18]([CH:33]=[CH:34][N:35]=2)[C:19]([NH:21][CH2:22][C:23]2[CH:28]=[CH:27][CH:26]=[C:25]([C:29]([F:32])([F:31])[F:30])[CH:24]=2)=[O:20])[CH:15]=1)[CH3:8].CC1C=CC(S(O[CH2:88][CH2:89][O:90][CH2:91][CH2:92][O:93][CH2:94][CH2:95][O:96][CH3:97])(=O)=O)=CC=1.O.